This data is from Catalyst prediction with 721,799 reactions and 888 catalyst types from USPTO. The task is: Predict which catalyst facilitates the given reaction. Reactant: [CH3:1][N:2]1[C:6]([C:7]([OH:9])=O)=[CH:5][N:4]=[CH:3]1.C(Cl)CCl.C1C=CC2N(O)N=NC=2C=1.C(N(CC)C(C)C)(C)C.Cl.[CH3:34][C:35]1[C:43]2[C:42]([N:44]3[CH2:49][CH2:48][CH:47]([NH2:50])[CH2:46][CH2:45]3)=[N:41][CH:40]=[N:39][C:38]=2[NH:37][CH:36]=1. Product: [CH3:1][N:2]1[C:6]([C:7]([NH:50][CH:47]2[CH2:46][CH2:45][N:44]([C:42]3[C:43]4[C:35]([CH3:34])=[CH:36][NH:37][C:38]=4[N:39]=[CH:40][N:41]=3)[CH2:49][CH2:48]2)=[O:9])=[CH:5][N:4]=[CH:3]1. The catalyst class is: 4.